This data is from Forward reaction prediction with 1.9M reactions from USPTO patents (1976-2016). The task is: Predict the product of the given reaction. Given the reactants [CH:1]1([CH2:4][N:5]2[C:9]3[CH:10]=[CH:11][C:12]([C:18]4[CH:19]=[CH:20][C:21]([CH:25]([OH:28])CO)=[N:22][C:23]=4[F:24])=[C:13]([C:14]([F:17])([F:16])[F:15])[C:8]=3[N:7]=[N:6]2)[CH2:3][CH2:2]1.O.I([O-])(=O)(=O)=O.[Na+], predict the reaction product. The product is: [CH:1]1([CH2:4][N:5]2[C:9]3[CH:10]=[CH:11][C:12]([C:18]4[CH:19]=[CH:20][C:21]([CH:25]=[O:28])=[N:22][C:23]=4[F:24])=[C:13]([C:14]([F:16])([F:15])[F:17])[C:8]=3[N:7]=[N:6]2)[CH2:3][CH2:2]1.